Dataset: CYP2C19 inhibition data for predicting drug metabolism from PubChem BioAssay. Task: Regression/Classification. Given a drug SMILES string, predict its absorption, distribution, metabolism, or excretion properties. Task type varies by dataset: regression for continuous measurements (e.g., permeability, clearance, half-life) or binary classification for categorical outcomes (e.g., BBB penetration, CYP inhibition). Dataset: cyp2c19_veith. The molecule is O=C1CCC=C1[C@@H](O)CCc1ccccc1. The result is 0 (non-inhibitor).